This data is from Full USPTO retrosynthesis dataset with 1.9M reactions from patents (1976-2016). The task is: Predict the reactants needed to synthesize the given product. (1) Given the product [CH:9]1[N:2]=[CH:1][NH:7][C:8]=1[CH2:13][C:12]([OH:17])=[O:14], predict the reactants needed to synthesize it. The reactants are: [CH2:1]([NH:7][C:8](=O)[CH:9]=C)[NH:2]C(=O)C=C.[CH2:12]([OH:14])[CH3:13].CS(C)=[O:17]. (2) Given the product [Cl:17][C:16]1[N:12]([CH2:11][C:9]2[N:10]=[C:5]3[S:4][C:3]([O:23][CH3:24])=[C:2]([C:30]([O:32][CH2:33][CH3:34])=[CH2:31])[N:6]3[C:7](=[O:22])[CH:8]=2)[N:13]=[C:14]([C:18]([F:21])([F:20])[F:19])[CH:15]=1, predict the reactants needed to synthesize it. The reactants are: Cl[C:2]1[N:6]2[C:7](=[O:22])[CH:8]=[C:9]([CH2:11][N:12]3[C:16]([Cl:17])=[CH:15][C:14]([C:18]([F:21])([F:20])[F:19])=[N:13]3)[N:10]=[C:5]2[S:4][C:3]=1[O:23][CH3:24].C([Sn](CCCC)(CCCC)[C:30]([O:32][CH2:33][CH3:34])=[CH2:31])CCC.CCN(C(C)C)C(C)C.